Dataset: NCI-60 drug combinations with 297,098 pairs across 59 cell lines. Task: Regression. Given two drug SMILES strings and cell line genomic features, predict the synergy score measuring deviation from expected non-interaction effect. (1) Drug 1: CC(CN1CC(=O)NC(=O)C1)N2CC(=O)NC(=O)C2. Drug 2: N.N.Cl[Pt+2]Cl. Cell line: BT-549. Synergy scores: CSS=14.3, Synergy_ZIP=0.0781, Synergy_Bliss=6.36, Synergy_Loewe=5.37, Synergy_HSA=5.70. (2) Drug 1: CC1=C2C(C(=O)C3(C(CC4C(C3C(C(C2(C)C)(CC1OC(=O)C(C(C5=CC=CC=C5)NC(=O)OC(C)(C)C)O)O)OC(=O)C6=CC=CC=C6)(CO4)OC(=O)C)OC)C)OC. Drug 2: CN(C(=O)NC(C=O)C(C(C(CO)O)O)O)N=O. Cell line: NCI-H322M. Synergy scores: CSS=36.5, Synergy_ZIP=3.54, Synergy_Bliss=1.95, Synergy_Loewe=-70.5, Synergy_HSA=2.34.